From a dataset of Catalyst prediction with 721,799 reactions and 888 catalyst types from USPTO. Predict which catalyst facilitates the given reaction. (1) Reactant: CN(C(ON1N=NC2C=CC=NC1=2)=[N+](C)C)C.F[P-](F)(F)(F)(F)F.[CH3:25][C:26]1[CH:32]=[CH:31][C:29]([NH2:30])=[CH:28][C:27]=1[N:33]1[C:40]2[N:36]([N:37]=[C:38]([C:41]3[S:45][CH:44]=[N:43][CH:42]=3)[CH:39]=2)[CH:35]=[CH:34]1.[F:46][S:47]([F:60])([F:59])([F:58])([F:57])[C:48]1[CH:49]=[C:50]([CH:54]=[CH:55][CH:56]=1)[C:51](O)=[O:52]. Product: [CH3:25][C:26]1[CH:32]=[CH:31][C:29]([NH:30][C:51](=[O:52])[C:50]2[CH:54]=[CH:55][CH:56]=[C:48]([S:47]([F:60])([F:46])([F:57])([F:58])[F:59])[CH:49]=2)=[CH:28][C:27]=1[N:33]1[C:40]2[N:36]([N:37]=[C:38]([C:41]3[S:45][CH:44]=[N:43][CH:42]=3)[CH:39]=2)[CH:35]=[CH:34]1. The catalyst class is: 3. (2) Reactant: [Cl:1][C:2]1[CH:3]=[CH:4][C:5]([N:15]2[CH:19]=[C:18]([C:20]([F:23])([F:22])[F:21])[N:17]=[N:16]2)=[C:6]([C:8]2[N:13]=[CH:12][N:11]=[C:10]([OH:14])[CH:9]=2)[CH:7]=1.CN(C([O:31]N1N=NC2C=CC=NC1=2)=[N+](C)C)C.F[P-](F)(F)(F)(F)F.C1CCN2C(=NCCC2)CC1.N[C@@H:60]1[C:76]2[CH:77]=[C:72]([CH:73]=[CH:74][N:75]=2)[C:71]2[N:70]([CH3:78])[N:69]=[CH:68][C:67]=2[NH:66][C:65](=[O:79])[C@H:64]([CH3:80])[CH2:63][CH2:62][CH2:61]1.CN([CH:84]=[O:85])C. Product: [F:21][C:20]([F:23])([F:22])[C:84]([OH:85])=[O:31].[Cl:1][C:2]1[CH:3]=[CH:4][C:5]([N:15]2[CH:19]=[C:18]([C:20]([F:21])([F:23])[F:22])[N:17]=[N:16]2)=[C:6]([C:8]2[N:13]=[CH:12][N:11]([C@@H:60]3[C:76]4[CH:77]=[C:72]([CH:73]=[CH:74][N:75]=4)[C:71]4[N:70]([CH3:78])[N:69]=[CH:68][C:67]=4[NH:66][C:65](=[O:79])[C@H:64]([CH3:80])[CH2:63][CH2:62][CH2:61]3)[C:10](=[O:14])[CH:9]=2)[CH:7]=1. The catalyst class is: 10. (3) Reactant: [NH2:1][C:2]1[CH:12]=[CH:11][C:5]2[N:6]([CH3:10])[C:7](=[O:9])[S:8][C:4]=2[CH:3]=1.C(O[CH:16]=[C:17]([C:23](=[O:30])[NH:24][C:25](OCC)=[O:26])[C:18]([O:20][CH2:21][CH3:22])=[O:19])C.CC(C)([O-])C.[K+].Cl. Product: [CH3:10][N:6]1[C:5]2[CH:11]=[CH:12][C:2]([N:1]3[CH:16]=[C:17]([C:18]([O:20][CH2:21][CH3:22])=[O:19])[C:23](=[O:30])[NH:24][C:25]3=[O:26])=[CH:3][C:4]=2[S:8][C:7]1=[O:9]. The catalyst class is: 40. (4) Reactant: [F:1][CH:2]1[CH2:6][CH2:5][NH:4][CH2:3]1.[H-].[Na+].[C:9]([C:11]1[CH:12]=[C:13]([C:18]2[O:22][N:21]=[C:20]([C:23]3[CH:32]=[CH:31][CH:30]=[C:29]4[C:24]=3[CH:25]=[CH:26][N:27]=[C:28]4[CH2:33][CH2:34][C:35]([O:37][C:38]([CH3:41])([CH3:40])[CH3:39])=[O:36])[N:19]=2)[CH:14]=[CH:15][C:16]=1F)#[N:10]. Product: [C:9]([C:11]1[CH:12]=[C:13]([C:18]2[O:22][N:21]=[C:20]([C:23]3[CH:32]=[CH:31][CH:30]=[C:29]4[C:24]=3[CH:25]=[CH:26][N:27]=[C:28]4[CH2:33][CH2:34][C:35]([O:37][C:38]([CH3:41])([CH3:40])[CH3:39])=[O:36])[N:19]=2)[CH:14]=[CH:15][C:16]=1[N:4]1[CH2:5][CH2:6][CH:2]([F:1])[CH2:3]1)#[N:10]. The catalyst class is: 3.